This data is from Choline transporter screen with 302,306 compounds. The task is: Binary Classification. Given a drug SMILES string, predict its activity (active/inactive) in a high-throughput screening assay against a specified biological target. (1) The compound is s1nnc2cc(C(=O)NC3CC3)ccc12. The result is 0 (inactive). (2) The molecule is Brc1c(n(nc1[N+]([O-])=O)C(C(=O)Nc1c(CC)cccc1)C)C. The result is 0 (inactive). (3) The molecule is Fc1ccc(c2n3nc(N4CCCC4)ccc3nn2)cc1. The result is 0 (inactive). (4) The molecule is S1(=O)(=O)N(c2c(scc2)C(O)=C1C(=O)Nc1ccc(cc1)C)C. The result is 0 (inactive). (5) The compound is O=C(N1CCN(CC1)Cc1nc(on1)CCC(=O)N(Cc1ccccc1)CC)c1ccc([N+]([O-])=O)cc1. The result is 0 (inactive). (6) The drug is Clc1c(S(=O)(=O)N2CCOCC2)cc(NC(=O)CSc2n(C)cnn2)cc1. The result is 0 (inactive). (7) The molecule is Brc1c(/C=c2/oc3c([nH]c2=O)cccc3)cccc1. The result is 0 (inactive).